Dataset: Forward reaction prediction with 1.9M reactions from USPTO patents (1976-2016). Task: Predict the product of the given reaction. (1) Given the reactants [Mg].Br[C:3]1[CH:4]=[C:5]2[C:10](=[CH:11][CH:12]=1)[CH:9]=[C:8]([N:13]([CH3:15])[CH3:14])[C:7]([CH:16]=[CH2:17])=[CH:6]2.[O:18]=[C:19]1[CH2:23][N:22]([C:24]([O:26][C:27]([CH3:30])([CH3:29])[CH3:28])=[O:25])[C@H:21]([C:31]([O:33][CH3:34])=[O:32])[CH2:20]1, predict the reaction product. The product is: [CH3:14][N:13]([CH3:15])[C:8]1[CH:9]=[C:10]2[C:5](=[CH:6][C:7]=1[CH:16]=[CH2:17])[CH:4]=[C:3]([C@@:19]1([OH:18])[CH2:23][N:22]([C:24]([O:26][C:27]([CH3:29])([CH3:30])[CH3:28])=[O:25])[C@H:21]([C:31]([O:33][CH3:34])=[O:32])[CH2:20]1)[CH:12]=[CH:11]2. (2) Given the reactants C([O:8][C:9]1[C:13](Br)=[C:12]([C:15]2[CH:20]=[CH:19][C:18]([O:21][CH3:22])=[CH:17][CH:16]=2)[N:11]([CH:23]([CH3:25])[CH3:24])[N:10]=1)C1C=CC=CC=1.C([Li])CCC.[CH3:31][O:32][C:33]1[CH:40]=[C:39]([O:41][CH3:42])[CH:38]=[CH:37][C:34]=1[CH:35]=O, predict the reaction product. The product is: [CH:23]([N:11]1[C:12]([C:15]2[CH:16]=[CH:17][C:18]([O:21][CH3:22])=[CH:19][CH:20]=2)=[C:13]([CH2:35][C:34]2[CH:37]=[CH:38][C:39]([O:41][CH3:42])=[CH:40][C:33]=2[O:32][CH3:31])[C:9](=[O:8])[NH:10]1)([CH3:24])[CH3:25]. (3) Given the reactants [C:1]([Si:5]([C:18]([CH3:21])([CH3:20])[CH3:19])(O)[CH2:6][C:7]([O:9][CH2:10][C:11]1[CH:16]=[CH:15][CH:14]=[CH:13][CH:12]=1)=[O:8])([CH3:4])([CH3:3])[CH3:2].COC1C=C(O)C(=CC=1)C=O.B(F)(F)[F:34].CCOCC.O, predict the reaction product. The product is: [C:1]([Si:5]([C:18]([CH3:21])([CH3:20])[CH3:19])([F:34])[CH2:6][C:7]([O:9][CH2:10][C:11]1[CH:16]=[CH:15][CH:14]=[CH:13][CH:12]=1)=[O:8])([CH3:4])([CH3:3])[CH3:2]. (4) Given the reactants N[C:2]1[CH:3]=[C:4]2[C:9](=[C:10]([CH3:12])[CH:11]=1)[N:8]=[CH:7][C:6]([Br:13])=[CH:5]2.[OH2:14], predict the reaction product. The product is: [Br:13][C:6]1[CH:7]=[N:8][C:9]2[C:4]([CH:5]=1)=[CH:3][C:2]([OH:14])=[CH:11][C:10]=2[CH3:12]. (5) Given the reactants [OH:1][C:2]1[CH:7]=[CH:6][C:5]([CH:8]2[CH2:13][CH2:12][N:11]([C:14]([O:16][CH2:17][C:18]3[CH:23]=[CH:22][CH:21]=[CH:20][CH:19]=3)=[O:15])[CH2:10][CH:9]2[O:24][CH2:25][C:26]2[CH:27]=[CH:28][C:29]3[O:34][CH2:33][C:32](=[O:35])[N:31]([CH2:36][CH2:37][CH2:38][O:39][CH3:40])[C:30]=3[CH:41]=2)=[CH:4][CH:3]=1.[C:42]([O:46][C:47](=[O:52])[NH:48][CH2:49][CH2:50]O)([CH3:45])([CH3:44])[CH3:43].C1(P(C2C=CC=CC=2)C2C=CC=CC=2)C=CC=CC=1, predict the reaction product. The product is: [C:42]([O:46][C:47]([NH:48][CH2:49][CH2:50][O:1][C:2]1[CH:7]=[CH:6][C:5]([CH:8]2[CH2:13][CH2:12][N:11]([C:14]([O:16][CH2:17][C:18]3[CH:19]=[CH:20][CH:21]=[CH:22][CH:23]=3)=[O:15])[CH2:10][CH:9]2[O:24][CH2:25][C:26]2[CH:27]=[CH:28][C:29]3[O:34][CH2:33][C:32](=[O:35])[N:31]([CH2:36][CH2:37][CH2:38][O:39][CH3:40])[C:30]=3[CH:41]=2)=[CH:4][CH:3]=1)=[O:52])([CH3:45])([CH3:44])[CH3:43].